Dataset: Full USPTO retrosynthesis dataset with 1.9M reactions from patents (1976-2016). Task: Predict the reactants needed to synthesize the given product. (1) Given the product [C:57]([O:56][C:54]([N:51]1[CH2:52][CH2:53][C:48](=[CH:9][CH2:10][CH2:11][CH2:12][C:13]2[CH:14]=[CH:15][CH:16]=[CH:17][CH:18]=2)[CH2:49][CH2:50]1)=[O:55])([CH3:60])([CH3:58])[CH3:59], predict the reactants needed to synthesize it. The reactants are: [I-].C1([P+](C2C=CC=CC=2)(C2C=CC=CC=2)[CH2:9][CH2:10][CH2:11][CH2:12][C:13]2[CH:18]=[CH:17][CH:16]=[CH:15][CH:14]=2)C=CC=CC=1.CN(P(N(C)C)(N(C)C)=O)C.[Li]CCCC.O=[C:48]1[CH2:53][CH2:52][N:51]([C:54]([O:56][C:57]([CH3:60])([CH3:59])[CH3:58])=[O:55])[CH2:50][CH2:49]1. (2) The reactants are: [CH:1]([C@H:4]1[N:9]([CH2:10][C:11]([F:14])([F:13])[F:12])[C:8]2[CH:15]=[CH:16][C:17]([N+:19]([O-])=O)=[CH:18][C:7]=2[O:6][CH2:5]1)([CH3:3])[CH3:2]. Given the product [NH2:19][C:17]1[CH:16]=[CH:15][C:8]2[N:9]([CH2:10][C:11]([F:14])([F:13])[F:12])[C@H:4]([CH:1]([CH3:3])[CH3:2])[CH2:5][O:6][C:7]=2[CH:18]=1, predict the reactants needed to synthesize it. (3) Given the product [Cl:1][C:2]1[N:3]=[CH:4][C:5]2[N:16]([CH:17]3[CH2:19][CH2:18]3)[C:14](=[O:15])[CH:9]3[CH2:10][O:11][CH2:12][CH2:13][N:8]3[C:6]=2[N:7]=1, predict the reactants needed to synthesize it. The reactants are: [Cl:1][C:2]1[N:7]=[C:6]([N:8]2[CH2:13][CH2:12][O:11][CH2:10][CH:9]2[C:14]([NH:16][CH:17]2[CH2:19][CH2:18]2)=[O:15])[C:5](F)=[CH:4][N:3]=1.CN(C=O)C.C([O-])([O-])=O.[Cs+].[Cs+]. (4) Given the product [Cl:26][C:27]1[CH:28]=[C:29]([NH:34][C:21]([C:19]2[N:20]=[C:16]([CH2:15][O:14][C:13]3[CH:12]=[CH:11][C:10]([CH2:9][CH2:8][CH2:7][CH2:6][N:1]4[CH:5]=[CH:4][N:3]=[N:2]4)=[CH:25][CH:24]=3)[O:17][CH:18]=2)=[O:23])[CH:30]=[CH:31][C:32]=1[F:33], predict the reactants needed to synthesize it. The reactants are: [N:1]1([CH2:6][CH2:7][CH2:8][CH2:9][C:10]2[CH:25]=[CH:24][C:13]([O:14][CH2:15][C:16]3[O:17][CH:18]=[C:19]([C:21]([OH:23])=O)[N:20]=3)=[CH:12][CH:11]=2)[CH:5]=[CH:4][N:3]=[N:2]1.[Cl:26][C:27]1[CH:28]=[C:29]([NH2:34])[CH:30]=[CH:31][C:32]=1[F:33].